Dataset: Forward reaction prediction with 1.9M reactions from USPTO patents (1976-2016). Task: Predict the product of the given reaction. (1) Given the reactants [F:1][C:2]1[CH:10]=[CH:9][C:5]([C@@H:6](O)[CH3:7])=[CH:4][CH:3]=1.CS(Cl)(=O)=O.S([O-])(=O)(=O)C.[CH3:21][C@@H:22]1[CH2:27][NH:26][CH2:25][CH2:24][NH:23]1, predict the reaction product. The product is: [F:1][C:2]1[CH:10]=[CH:9][C:5]([C@H:6]([N:26]2[CH2:25][CH2:24][NH:23][C@H:22]([CH3:21])[CH2:27]2)[CH3:7])=[CH:4][CH:3]=1. (2) Given the reactants [C:1]([C:3]1[C:4]([N:18]2[CH2:21][CH:20]([C:22](O)=[O:23])[CH2:19]2)=[N:5][C:6]([C:14]([F:17])([F:16])[F:15])=[C:7]([C:9]([O:11][CH2:12][CH3:13])=[O:10])[CH:8]=1)#[N:2].[Cl:25][C:26]1[CH:27]=[C:28]([CH2:32][S:33]([NH2:36])(=[O:35])=[O:34])[CH:29]=[CH:30][CH:31]=1, predict the reaction product. The product is: [Cl:25][C:26]1[CH:27]=[C:28]([CH:29]=[CH:30][CH:31]=1)[CH2:32][S:33]([NH:36][C:22]([CH:20]1[CH2:21][N:18]([C:4]2[C:3]([C:1]#[N:2])=[CH:8][C:7]([C:9]([O:11][CH2:12][CH3:13])=[O:10])=[C:6]([C:14]([F:16])([F:15])[F:17])[N:5]=2)[CH2:19]1)=[O:23])(=[O:34])=[O:35]. (3) The product is: [C:1]([O:9][CH2:21][CH3:22])(=[O:8])[C:2]1[CH:7]=[CH:6][N:5]=[CH:4][CH:3]=1. Given the reactants [C:1]([OH:9])(=[O:8])[C:2]1[CH:7]=[CH:6][N:5]=[CH:4][CH:3]=1.S(=O)(=O)(O)O.O.C([O-])(O)=O.[Na+].[CH3:21][CH2:22]O, predict the reaction product.